From a dataset of Catalyst prediction with 721,799 reactions and 888 catalyst types from USPTO. Predict which catalyst facilitates the given reaction. (1) Reactant: CC(C)([S@]([NH:6][C@@:7]([C:18]1[CH:23]=[C:22]([N+:24]([O-:26])=[O:25])[CH:21]=[CH:20][C:19]=1[F:27])([CH2:16][CH3:17])[CH2:8][C:9]([O:11]C(C)(C)C)=[O:10])=O)C. Product: [NH2:6][C@@:7]([C:18]1[CH:23]=[C:22]([N+:24]([O-:26])=[O:25])[CH:21]=[CH:20][C:19]=1[F:27])([CH2:16][CH3:17])[CH2:8][C:9]([OH:11])=[O:10]. The catalyst class is: 33. (2) Reactant: Cl.[CH3:2][O:3][C:4](=[O:7])[CH2:5][NH2:6].C(=O)([O-])[O-].[Na+].[Na+].Br[CH2:15][C:16]([C:18]1[CH:23]=[CH:22][C:21]([Cl:24])=[CH:20][CH:19]=1)=[O:17]. Product: [Cl:24][C:21]1[CH:22]=[CH:23][C:18]([C:16](=[O:17])[CH2:15][NH:6][CH2:5][C:4]([O:3][CH3:2])=[O:7])=[CH:19][CH:20]=1. The catalyst class is: 824. (3) Reactant: NC[CH2:3][CH:4]([OH:6])[CH3:5].[CH2:7]([N:9](CC)CC)C.Br[CH2:15][CH2:16][C:17]([O:19][C:20]([CH3:23])([CH3:22])[CH3:21])=[O:18]. Product: [C:20]([O:19][C:17](=[O:18])[CH2:16][CH2:15][NH:9][CH2:7][C:4]([OH:6])([CH3:3])[CH3:5])([CH3:23])([CH3:22])[CH3:21]. The catalyst class is: 3.